This data is from Full USPTO retrosynthesis dataset with 1.9M reactions from patents (1976-2016). The task is: Predict the reactants needed to synthesize the given product. Given the product [CH3:34][N:35]([CH3:40])[S:36]([N:30]1[CH2:31][CH2:32][CH:27]([N:12]2[C:13]3[C:22]4[CH:21]=[CH:20][CH:19]=[C:18]([O:23][CH3:24])[C:17]=4[N:16]=[CH:15][C:14]=3[C:25](=[O:26])[N:10]([C:6]3[CH:7]=[CH:8][CH:9]=[C:4]([Cl:3])[CH:5]=3)[C:11]2=[O:33])[CH2:28][CH2:29]1)(=[O:38])=[O:37], predict the reactants needed to synthesize it. The reactants are: Cl.Cl.[Cl:3][C:4]1[CH:5]=[C:6]([N:10]2[C:25](=[O:26])[C:14]3[CH:15]=[N:16][C:17]4[C:18]([O:23][CH3:24])=[CH:19][CH:20]=[CH:21][C:22]=4[C:13]=3[N:12]([CH:27]3[CH2:32][CH2:31][NH:30][CH2:29][CH2:28]3)[C:11]2=[O:33])[CH:7]=[CH:8][CH:9]=1.[CH3:34][N:35]([CH3:40])[S:36](Cl)(=[O:38])=[O:37].